Predict the product of the given reaction. From a dataset of Forward reaction prediction with 1.9M reactions from USPTO patents (1976-2016). (1) Given the reactants [F:1][C:2]1[CH:3]=[C:4]([C:8]2[CH:16]=[CH:15][CH:14]=[C:13]3[C:9]=2[CH2:10][C:11](=[O:17])[NH:12]3)[CH:5]=[CH:6][CH:7]=1.[CH2:18]([N:20]([CH2:34][CH3:35])[CH2:21][CH2:22][NH:23][C:24]([C:26]1[C:30]([CH3:31])=[C:29]([CH:32]=O)[NH:28][CH:27]=1)=[O:25])[CH3:19], predict the reaction product. The product is: [CH2:34]([N:20]([CH2:18][CH3:19])[CH2:21][CH2:22][NH:23][C:24]([C:26]1[C:30]([CH3:31])=[C:29]([CH:32]=[C:10]2[C:9]3[C:13](=[CH:14][CH:15]=[CH:16][C:8]=3[C:4]3[CH:5]=[CH:6][CH:7]=[C:2]([F:1])[CH:3]=3)[NH:12][C:11]2=[O:17])[NH:28][CH:27]=1)=[O:25])[CH3:35]. (2) Given the reactants Cl[CH:2](Cl)[C:3]1[N:4]=[C:5]2[CH:10]=[CH:9][CH:8]=[C:7]([F:11])[N:6]2[CH:12]=1.C([O-])(=[O:16])C.[Na+], predict the reaction product. The product is: [F:11][C:7]1[N:6]2[CH:12]=[C:3]([CH:2]=[O:16])[N:4]=[C:5]2[CH:10]=[CH:9][CH:8]=1. (3) Given the reactants C(O[C:4](=[O:16])[CH2:5][C:6]([C:10]1[CH:15]=[CH:14][CH:13]=[CH:12][CH:11]=1)=[CH:7][C:8]#[N:9])C.[CH2:17](N)[CH2:18][NH2:19], predict the reaction product. The product is: [C:10]1([C:6]2[CH:7]=[C:8]3[NH:9][CH2:17][CH2:18][N:19]3[C:4](=[O:16])[CH:5]=2)[CH:11]=[CH:12][CH:13]=[CH:14][CH:15]=1. (4) The product is: [CH3:25][C:19]1[CH:20]=[C:21]([CH3:24])[CH:22]=[CH:23][C:18]=1[N:15]1[CH2:16][CH2:17][N:12]([C:10]([C:5]2[CH:4]=[CH:3][C:2]([N:29]3[CH2:30][CH2:31][N:27]([CH3:26])[C:28]3=[O:32])=[CH:9][C:6]=2[C:7]#[N:8])=[O:11])[CH2:13][CH2:14]1. Given the reactants Br[C:2]1[CH:3]=[CH:4][C:5]([C:10]([N:12]2[CH2:17][CH2:16][N:15]([C:18]3[CH:23]=[CH:22][C:21]([CH3:24])=[CH:20][C:19]=3[CH3:25])[CH2:14][CH2:13]2)=[O:11])=[C:6]([CH:9]=1)[C:7]#[N:8].[CH3:26][N:27]1[CH2:31][CH2:30][NH:29][C:28]1=[O:32], predict the reaction product. (5) Given the reactants [CH2:1]([O:3][C:4]1[C:24]([OH:25])=[CH:23][C:7]2[CH:8]3[N:13]([CH:14]([CH3:16])[CH2:15][C:6]=2[CH:5]=1)[CH:12]=[C:11]([C:17]([O:19]CC)=[O:18])[C:10](=[O:22])[CH2:9]3)[CH3:2].C1(Cl)C(=O)C(Cl)=C(Cl)C(=O)C=1Cl.O.[OH-].[Li+].Cl, predict the reaction product. The product is: [CH2:1]([O:3][C:4]1[C:24]([OH:25])=[CH:23][C:7]2[C:8]3[N:13]([CH:14]([CH3:16])[CH2:15][C:6]=2[CH:5]=1)[CH:12]=[C:11]([C:17]([OH:19])=[O:18])[C:10](=[O:22])[CH:9]=3)[CH3:2].